Dataset: Experimentally validated miRNA-target interactions with 360,000+ pairs, plus equal number of negative samples. Task: Binary Classification. Given a miRNA mature sequence and a target amino acid sequence, predict their likelihood of interaction. (1) The miRNA is hsa-miR-4644 with sequence UGGAGAGAGAAAAGAGACAGAAG. The protein sequence of the target gene is MAHSPVQSGLPGMQNLKADPEELFTKLEKIGKGSFGEVFKGIDNRTQKVVAIKIIDLEEAEDEIEDIQQEITVLSQCDSPYVTKYYGSYLKDTKLWIIMEYLGGGSALDLLEPGPLDEIQIATILREILKGLDYLHSEKKIHRDIKAANVLLSEHGEVKLADFGVAGQLTDTQIKRNTFVGTPFWMAPEVIKQSAYDSKADIWSLGITAIELAKGEPPHSELHPMKVLFLIPKNNPPTLEGNYSKPLKEFVEACLNKEPSFRPTAKELLKHKFIIRNAKKTSYLTELIDRYKRWKAEQSH.... Result: 0 (no interaction). (2) The miRNA is hsa-miR-4713-5p with sequence UUCUCCCACUACCAGGCUCCCA. The protein sequence of the target gene is MGRKSSKAKEKKQKRLEERAAMDAVCAKVDAANRLGDPLEAFPVFKKYDRNGLNVSIECKRVSGLEPATVDWAFDLTKTNMQTMYEQSEWGWKDREKREEMTDDRAWYLIAWENSSIPVAFSHFRFDVECGDEVLYCYEVQLESKVRRKGLGKFLIQILQLMANSTQMKKVMLTVFKHNHGAYQFFREALQFEIDDSSPSMSGCCGEDCSYEILSRRTKFGDSQHSHTGGHCGGCCH. Result: 0 (no interaction).